Dataset: Catalyst prediction with 721,799 reactions and 888 catalyst types from USPTO. Task: Predict which catalyst facilitates the given reaction. (1) The catalyst class is: 4. Reactant: [Cl:1][C:2]1[CH:7]=[C:6]([Cl:8])[CH:5]=[CH:4][C:3]=1[C:9]1[N:10]=[C:11]([NH:20][CH2:21][CH2:22][NH:23][C:24]2[N:29]=[CH:28][C:27]([C:30]#[N:31])=[CH:26][CH:25]=2)[C:12]2[N:13]([N:15]=[C:16]([CH2:18][OH:19])[CH:17]=2)[CH:14]=1.COCCOC.CN(C=O)C.CC(OI1(OC(C)=O)(OC(C)=O)OC(=O)C2C=CC=CC1=2)=O. Product: [Cl:1][C:2]1[CH:7]=[C:6]([Cl:8])[CH:5]=[CH:4][C:3]=1[C:9]1[N:10]=[C:11]([NH:20][CH2:21][CH2:22][NH:23][C:24]2[N:29]=[CH:28][C:27]([C:30]#[N:31])=[CH:26][CH:25]=2)[C:12]2[N:13]([N:15]=[C:16]([CH:18]=[O:19])[CH:17]=2)[CH:14]=1. (2) Reactant: [C:1]([O:7][CH2:8][C@H:9]([C:15]1[C:16](Br)=[C:17]2[C:22](=[CH:23][C:24]=1[CH3:25])[N:21]=[C:20]([CH3:26])[CH:19]=[CH:18]2)[O:10][C:11]([CH3:14])([CH3:13])[CH3:12])(=[O:6])[C:2]([CH3:5])([CH3:4])[CH3:3].Cl.[O:29]1[C:40]2[C:41]3[C:36]([C:37](B(O)O)=[CH:38][CH:39]=2)=[N:35][CH:34]=[CH:33][C:32]=3[CH2:31][CH2:30]1.C([O-])([O-])=O.[K+].[K+]. Product: [C:1]([O:7][CH2:8][C@@H:9]([O:10][C:11]([CH3:14])([CH3:13])[CH3:12])[C:15]1[C:16]([C:37]2[C:36]3[C:41]4=[C:32]([CH2:31][CH2:30][O:29][C:40]4=[CH:39][CH:38]=2)[CH:33]=[CH:34][N:35]=3)=[C:17]2[C:22](=[CH:23][C:24]=1[CH3:25])[N:21]=[C:20]([CH3:26])[CH:19]=[CH:18]2)(=[O:6])[C:2]([CH3:5])([CH3:4])[CH3:3]. The catalyst class is: 104. (3) Reactant: [C:1]([O:5][C:6](=[O:13])[NH:7][CH2:8][CH2:9][CH2:10][NH:11][CH3:12])([CH3:4])([CH3:3])[CH3:2].[Cl:14][C:15]1[N:19]=[C:18](Cl)[S:17][N:16]=1.C(N(CC)CC)C. Product: [C:1]([O:5][C:6](=[O:13])[NH:7][CH2:8][CH2:9][CH2:10][N:11]([C:18]1[S:17][N:16]=[C:15]([Cl:14])[N:19]=1)[CH3:12])([CH3:4])([CH3:3])[CH3:2]. The catalyst class is: 550. (4) The catalyst class is: 25. Product: [CH3:24][O:25][C:26](=[O:40])[C:27]1[CH:28]=[CH:29][CH:30]=[C:31]([N:33]2[C:11]([CH3:12])=[CH:10][CH:9]=[C:8]2[C:6]2[CH:7]=[C:2]([Br:1])[CH:3]=[CH:4][C:5]=2[O:15][CH2:16][C:17]2[CH:22]=[CH:21][C:20]([F:23])=[CH:19][CH:18]=2)[C:52]=1[N:53]1[CH2:54][CH2:55][CH2:56][C:57]1=[O:58]. Reactant: [Br:1][C:2]1[CH:3]=[CH:4][C:5]([O:15][CH2:16][C:17]2[CH:22]=[CH:21][C:20]([F:23])=[CH:19][CH:18]=2)=[C:6]([C:8](=O)[CH2:9][CH2:10][C:11](=O)[CH3:12])[CH:7]=1.[CH3:24][O:25][C:26](=[O:40])[C:27]1C=[C:31]([N:33]2CCCC2=O)[CH:30]=[C:29](N)[CH:28]=1.CC1C=CC(S(O)(=O)=O)=CC=1.[CH3:52][N:53]1[C:57](=[O:58])[CH2:56][CH2:55][CH2:54]1. (5) Reactant: [CH3:1][C:2]([Si:5]([C:21]1[CH:26]=[CH:25][CH:24]=[CH:23][CH:22]=1)([C:15]1[CH:20]=[CH:19][CH:18]=[CH:17][CH:16]=1)[O:6][CH2:7][C@@H:8]1[CH2:13][CH2:12][C@H:11]([CH3:14])[CH2:10][NH:9]1)([CH3:4])[CH3:3].[CH3:27][C:28]1[N:33]=[C:32]([C:34](O)=[O:35])[C:31]([C:37]2[N:42]=[CH:41][CH:40]=[CH:39][N:38]=2)=[CH:30][CH:29]=1.CCN(C(C)C)C(C)C.CN(C(ON1N=NC2C=CC=CC1=2)=[N+](C)C)C.[B-](F)(F)(F)F.C([O-])(O)=O.[Na+]. Product: [CH3:1][C:2]([Si:5]([C:15]1[CH:16]=[CH:17][CH:18]=[CH:19][CH:20]=1)([C:21]1[CH:26]=[CH:25][CH:24]=[CH:23][CH:22]=1)[O:6][CH2:7][C@@H:8]1[CH2:13][CH2:12][C@H:11]([CH3:14])[CH2:10][N:9]1[C:34]([C:32]1[C:31]([C:37]2[N:42]=[CH:41][CH:40]=[CH:39][N:38]=2)=[CH:30][CH:29]=[C:28]([CH3:27])[N:33]=1)=[O:35])([CH3:3])[CH3:4]. The catalyst class is: 2. (6) Reactant: [CH:1]([C:3]1[CH:4]=[C:5]2[C:9](=[CH:10][CH:11]=1)[NH:8][C:7]([C:12]([NH2:14])=[O:13])=[C:6]2[S:15][C:16]1[CH:21]=[CH:20][CH:19]=[CH:18][CH:17]=1)=O.Cl.[CH3:23][NH2:24]. Product: [CH3:23][NH:24][CH2:1][C:3]1[CH:4]=[C:5]2[C:9](=[CH:10][CH:11]=1)[NH:8][C:7]([C:12]([NH2:14])=[O:13])=[C:6]2[S:15][C:16]1[CH:21]=[CH:20][CH:19]=[CH:18][CH:17]=1. The catalyst class is: 100.